This data is from Forward reaction prediction with 1.9M reactions from USPTO patents (1976-2016). The task is: Predict the product of the given reaction. (1) Given the reactants Br[CH2:2][C:3]1[CH:8]=[CH:7][C:6]([CH2:9][CH2:10][N:11]2[CH:16]=[CH:15][C:14]([OH:17])=[CH:13][C:12]2=[O:18])=[CH:5][CH:4]=1.[CH3:19][N:20]([CH3:29])[C:21]([CH:23]1[CH2:28][CH2:27][NH:26][CH2:25][CH2:24]1)=[O:22].C(N(CC)CC)C, predict the reaction product. The product is: [CH3:19][N:20]([CH3:29])[C:21]([CH:23]1[CH2:24][CH2:25][N:26]([CH2:2][C:3]2[CH:8]=[CH:7][C:6]([CH2:9][CH2:10][N:11]3[CH:16]=[CH:15][C:14]([OH:17])=[CH:13][C:12]3=[O:18])=[CH:5][CH:4]=2)[CH2:27][CH2:28]1)=[O:22]. (2) Given the reactants [CH3:1][C:2]1[C:33]([CH3:34])=[CH:32][CH:31]=[CH:30][C:3]=1[O:4][CH2:5][CH2:6][CH2:7][C:8]([N:10]1[C:19]2[C:14](=[C:15](C3C=CN=C(C(OC)=O)C=3)[CH:16]=[CH:17][CH:18]=2)[CH2:13][CH2:12][CH2:11]1)=[O:9].BrC1C=CN=C(C(OC)=O)C=1.Br[C:47]1[CH:48]=[N:49][N:50]([CH2:52][C:53]2[CH:58]=[CH:57][CH:56]=[C:55]([O:59][CH3:60])[CH:54]=2)[CH:51]=1, predict the reaction product. The product is: [CH3:1][C:2]1[C:33]([CH3:34])=[CH:32][CH:31]=[CH:30][C:3]=1[O:4][CH2:5][CH2:6][CH2:7][C:8]([N:10]1[C:19]2[C:14](=[C:15]([C:47]3[CH:48]=[N:49][N:50]([CH2:52][C:53]4[CH:58]=[CH:57][CH:56]=[C:55]([O:59][CH3:60])[CH:54]=4)[CH:51]=3)[CH:16]=[CH:17][CH:18]=2)[CH2:13][CH2:12][CH2:11]1)=[O:9]. (3) Given the reactants [CH:1]([C:3]1([CH3:16])[CH2:8][CH2:7][N:6]([C:9](OC(C)(C)C)=O)[CH2:5][CH2:4]1)=O.[C:17]([OH:20])(=[O:19])[CH3:18].[C:21]1([C@@H:27]2[CH2:29][C@H:28]2[NH2:30])[CH:26]=[CH:25][CH:24]=[CH:23][CH:22]=1.C(O[BH-](O[C:41](=O)[CH3:42])OC(=O)C)(=O)C.[Na+].Cl[CH2:46]CCl, predict the reaction product. The product is: [CH3:16][C:3]1([CH2:1][NH:30][C@@H:28]2[CH2:29][C@H:27]2[C:21]2[CH:26]=[CH:25][CH:24]=[CH:23][CH:22]=2)[CH2:4][CH2:5][N:6]([C:9]2([CH2:18][C:17]([OH:20])=[O:19])[CH2:42][CH2:41][CH2:46]2)[CH2:7][CH2:8]1.